This data is from Experimentally validated miRNA-target interactions with 360,000+ pairs, plus equal number of negative samples. The task is: Binary Classification. Given a miRNA mature sequence and a target amino acid sequence, predict their likelihood of interaction. (1) The miRNA is hsa-miR-4289 with sequence GCAUUGUGCAGGGCUAUCA. The protein sequence of the target gene is MQWRGAGLWWPRRRQQQQQQQPPPPAFGPPAAAMVPPSRGVSPGLGGRPTSALLFLCYLNFVPSLGRQTSLTTSVLPRTEQSTTYADFIYFTAFEGSVRNVSEVSVEYLCSQPCVVHLEAVVSSEFRSSIPVYKKRWRNEKHLHTSRTQTVHVKFPSIMVYRDDYLIRHPISVSTVILRAWITHWHSGGGLNVRGEENLLHAVAKNYTLLQTVPPFERPFKDHQVCLEWNMDYLWSLWANRIPQCPLESDAVALLSFPYASSGENTGIVKKLQNFQNRELEATRSQRVDYPMVTISLWLY.... Result: 0 (no interaction). (2) The miRNA is hsa-miR-331-5p with sequence CUAGGUAUGGUCCCAGGGAUCC. The protein sequence of the target gene is MAGMALARAWKQMSWFYYQYLLVTALYMLEPWERTVFNSMLVSIVGMALYTGYVFMPQHIMAILHYFEIVQ. Result: 1 (interaction). (3) The miRNA is hsa-miR-550a-3-5p with sequence AGUGCCUGAGGGAGUAAGAG. The protein sequence of the target gene is MLPWRRNKFVLVEDEAKCKAKSLSPGLAYTSLLSSFLRSCPDLLPDWPLERLGRVFRSRRQKVELNKEDPTYTVWYLGNAVTLHAKGDGCTDDAVGKIWARCGPGGGTKMKLTLGPHGIRMQPCERSAAGGSGGRRPAHAYLLPRITYCTADGRHPRVFAWVYRHQARHKAVVLRCHAVLLARAHKARALARLLRQTALAAFSDFKRLQRQSDARHVRQQHLRAGGAAASVPRAPLRRLLNAKCAYRPPPSERSRGAPRLSSIQEEDEEEEEDDAEEQEGGVPQRERPEVLSLARELRTC.... Result: 0 (no interaction). (4) The miRNA is hsa-miR-223-3p with sequence UGUCAGUUUGUCAAAUACCCCA. The protein sequence of the target gene is MDVRFYPPPAQPAAAPDAPCLGPSPCLDPYYCNKFDGENMYMSMTEPSQDYVPASQSYPGPSLESEDFNIPPITPPSLPDHSLVHLNEVESGYHSLCHPMNHNGLLPFHPQNMDLPEITVSNMLGQDGTLLSNSISVMPDIRNPEGTQYSSHPQMAAMRPRGQPADIRQQPGMMPHGQLTTINQSQLSAQLGLNMGGSNVPHNSPSPPGSKSATPSPSSSVHEDEGDDTSKINGGEKRPASDMGKKPKTPKKKKKKDPNEPQKPVSAYALFFRDTQAAIKGQNPNATFGEVSKIVASMWD.... Result: 1 (interaction).